This data is from Forward reaction prediction with 1.9M reactions from USPTO patents (1976-2016). The task is: Predict the product of the given reaction. (1) Given the reactants [C:1]([O:5][C:6](=[O:26])[NH:7][C:8]1[S:9][C:10]2[CH:16]=[C:15]([CH:17]=[O:18])[CH:14]=[C:13]([C:19]3[CH:24]=[CH:23][CH:22]=[C:21]([Cl:25])[CH:20]=3)[C:11]=2[N:12]=1)([CH3:4])([CH3:3])[CH3:2].[BH4-].[Na+].O.Cl, predict the reaction product. The product is: [C:1]([O:5][C:6](=[O:26])[NH:7][C:8]1[S:9][C:10]2[CH:16]=[C:15]([CH2:17][OH:18])[CH:14]=[C:13]([C:19]3[CH:24]=[CH:23][CH:22]=[C:21]([Cl:25])[CH:20]=3)[C:11]=2[N:12]=1)([CH3:4])([CH3:2])[CH3:3]. (2) The product is: [NH:38]1[C:39]2[C:35](=[C:34]([C:2]3[N:3]=[C:4]([N:15]4[CH2:20][CH2:19][O:18][CH2:17][CH2:16]4)[C:5]4[S:10][C:9]([CH2:11][N:12]([S:22]([CH3:21])(=[O:24])=[O:23])[CH3:13])=[C:8]([CH3:14])[C:6]=4[N:7]=3)[CH:42]=[CH:41][CH:40]=2)[CH:36]=[N:37]1. Given the reactants Cl[C:2]1[N:3]=[C:4]([N:15]2[CH2:20][CH2:19][O:18][CH2:17][CH2:16]2)[C:5]2[S:10][C:9]([CH2:11][NH:12][CH3:13])=[C:8]([CH3:14])[C:6]=2[N:7]=1.[CH3:21][S:22](Cl)(=[O:24])=[O:23].CC1(C)C(C)(C)OB([C:34]2[CH:42]=[CH:41][CH:40]=[C:39]3[C:35]=2[CH:36]=[N:37][NH:38]3)O1, predict the reaction product. (3) Given the reactants [F:1][C:2]1[CH:10]=[C:9]([F:11])[CH:8]=[CH:7][C:3]=1[C:4]([NH2:6])=[S:5].Br[CH2:13][C:14](=O)[C:15]([O:17][CH2:18][CH3:19])=[O:16], predict the reaction product. The product is: [CH2:18]([O:17][C:15]([C:14]1[N:6]=[C:4]([C:3]2[CH:7]=[CH:8][C:9]([F:11])=[CH:10][C:2]=2[F:1])[S:5][CH:13]=1)=[O:16])[CH3:19].